From a dataset of Forward reaction prediction with 1.9M reactions from USPTO patents (1976-2016). Predict the product of the given reaction. (1) Given the reactants C(OC([N:8]1[C:16]2[C:11](=[CH:12][C:13]([C:17]3[CH:18]=[N:19][CH:20]=[CH:21][CH:22]=3)=[CH:14][CH:15]=2)[C:10]([C:23]([O:25][CH2:26][C:27]2[CH:32]=[CH:31][CH:30]=[CH:29][CH:28]=2)=[O:24])=[C:9]1[CH3:33])=O)(C)(C)C.FC(F)(F)C(O)=O, predict the reaction product. The product is: [CH2:26]([O:25][C:23]([C:10]1[C:11]2[C:16](=[CH:15][CH:14]=[C:13]([C:17]3[CH:18]=[N:19][CH:20]=[CH:21][CH:22]=3)[CH:12]=2)[NH:8][C:9]=1[CH3:33])=[O:24])[C:27]1[CH:28]=[CH:29][CH:30]=[CH:31][CH:32]=1. (2) Given the reactants C[O:2][C:3](=O)[C:4]1[CH:9]=[CH:8][C:7]([CH2:10][N:11]2[C:23]3[CH:22]=[CH:21][CH:20]=[CH:19][C:18]=3[C:17]3[C:12]2=[CH:13][CH:14]=[CH:15][CH:16]=3)=[CH:6][CH:5]=1.Cl.[NH2:26][OH:27].C[O-].[Na+], predict the reaction product. The product is: [CH:22]1[C:23]2[N:11]([CH2:10][C:7]3[CH:8]=[CH:9][C:4]([C:3]([NH:26][OH:27])=[O:2])=[CH:5][CH:6]=3)[C:12]3[C:17](=[CH:16][CH:15]=[CH:14][CH:13]=3)[C:18]=2[CH:19]=[CH:20][CH:21]=1. (3) Given the reactants CS(O[CH2:6][C@@H:7]([NH:18][C:19]([O:21][C:22]([CH3:25])([CH3:24])[CH3:23])=[O:20])[CH2:8][CH2:9][NH:10][C:11]([O:13][C:14]([CH3:17])([CH3:16])[CH3:15])=[O:12])(=O)=O.[N-:26]=[N+:27]=[N-:28].[Na+], predict the reaction product. The product is: [N:26]([CH2:6][C@@H:7]([NH:18][C:19]([O:21][C:22]([CH3:25])([CH3:24])[CH3:23])=[O:20])[CH2:8][CH2:9][NH:10][C:11](=[O:12])[O:13][C:14]([CH3:17])([CH3:16])[CH3:15])=[N+:27]=[N-:28]. (4) Given the reactants [H-].[Na+].[CH:3]1([S:6]([NH2:9])(=[O:8])=[O:7])[CH2:5][CH2:4]1.[CH3:10][C:11]1([CH3:39])[C:20]2[C:15](=[CH:16][CH:17]=[C:18]([C:21](O)=[O:22])[CH:19]=2)[NH:14][CH:13]([C:24]2[CH:29]=[CH:28][CH:27]=[C:26]([C:30](=[O:38])[NH:31][C:32]3[CH:37]=[CH:36][CH:35]=[CH:34][CH:33]=3)[CH:25]=2)[CH2:12]1.C(N1C=CN=C1)(N1C=CN=C1)=O, predict the reaction product. The product is: [CH:3]1([S:6]([NH:9][C:21]([C:18]2[CH:19]=[C:20]3[C:15](=[CH:16][CH:17]=2)[NH:14][CH:13]([C:24]2[CH:25]=[C:26]([CH:27]=[CH:28][CH:29]=2)[C:30]([NH:31][C:32]2[CH:33]=[CH:34][CH:35]=[CH:36][CH:37]=2)=[O:38])[CH2:12][C:11]3([CH3:39])[CH3:10])=[O:22])(=[O:8])=[O:7])[CH2:5][CH2:4]1. (5) Given the reactants [NH2:1][CH:2]([C:11]1[CH:16]=[CH:15][CH:14]=[CH:13][CH:12]=1)[C:3]1([N:8]([CH3:10])[CH3:9])[CH2:7][CH2:6][CH2:5][CH2:4]1.[C:17]1([C:23]2[S:24][CH:25]=[CH:26][C:27]=2[C:28](O)=[O:29])[CH:22]=[CH:21][CH:20]=[CH:19][CH:18]=1, predict the reaction product. The product is: [CH3:9][N:8]([CH3:10])[C:3]1([CH:2]([C:11]2[CH:12]=[CH:13][CH:14]=[CH:15][CH:16]=2)[NH:1][C:28]([C:27]2[CH:26]=[CH:25][S:24][C:23]=2[C:17]2[CH:18]=[CH:19][CH:20]=[CH:21][CH:22]=2)=[O:29])[CH2:7][CH2:6][CH2:5][CH2:4]1.